From a dataset of Reaction yield outcomes from USPTO patents with 853,638 reactions. Predict the reaction yield, written as a fraction of the theoretical maximum amount of product (1.0 means a 100% yield; for example, 0.34 means a 34% yield). The catalyst is C1COCC1. The product is [CH2:9]([O:11][C:12]([C:14]1[CH:15]=[N:16][N:17]([C:19]2[N:23]([CH2:24][O:25][CH2:26][CH2:27][O:28][CH3:29])[C:22]3[CH:30]=[C:31]([Cl:35])[C:32]([N:34]=[CH:1][C:2]4[CH:7]=[CH:6][CH:5]=[CH:4][CH:3]=4)=[CH:33][C:21]=3[N:20]=2)[CH:18]=1)=[O:13])[CH3:10]. The yield is 0.780. The reactants are [CH:1](=O)[C:2]1[CH:7]=[CH:6][CH:5]=[CH:4][CH:3]=1.[CH2:9]([O:11][C:12]([C:14]1[CH:15]=[N:16][N:17]([C:19]2[N:23]([CH2:24][O:25][CH2:26][CH2:27][O:28][CH3:29])[C:22]3[CH:30]=[C:31]([Cl:35])[C:32]([NH2:34])=[CH:33][C:21]=3[N:20]=2)[CH:18]=1)=[O:13])[CH3:10].NC1C(Cl)=CC2NC(N3C=C(C(O)=O)C=N3)=NC=2C=1.C(O[BH-](OC(=O)C)OC(=O)C)(=O)C.[Na+].